This data is from Experimentally validated miRNA-target interactions with 360,000+ pairs, plus equal number of negative samples. The task is: Binary Classification. Given a miRNA mature sequence and a target amino acid sequence, predict their likelihood of interaction. The miRNA is mmu-miR-129-5p with sequence CUUUUUGCGGUCUGGGCUUGC. The protein sequence of the target gene is MEPGPARPRLAPAARPGWGRAAGCRRRGGPARHGRASGQEDATTAGRQAGGGVRGEGTPAAGDGLGRPLGPTPSQSRFQVDPVSENAGRAAAAAAAAAAAAAAAGAAGKETPAAGKAGGESGVAKGSEEAKGRFRVNFVDPAASSSADDSLSDAAGVGGDGPNVSFQNGGDTVLSEGSSLHSGGGSGHHQQYYYDTHTNTYYLRTFGHNTMDAVPRIDHYRHTAAQLGEKLLRPSLAELHDELEKEPFEDGFANGEESTPTRDAVVAYTAESKGVVKFGWIKGVLVRCMLNIWGVMLFIR.... Result: 0 (no interaction).